From a dataset of Reaction yield outcomes from USPTO patents with 853,638 reactions. Predict the reaction yield, written as a fraction of the theoretical maximum amount of product (1.0 means a 100% yield; for example, 0.34 means a 34% yield). (1) The reactants are C1(OC)C=CC=CC=1.C(O)(C(F)(F)F)=O.O.[C:17]1([C:60]2[CH:65]=[CH:64][CH:63]=[CH:62][CH:61]=2)[CH:22]=[CH:21][CH:20]=[C:19]([N:23](COCC[Si](C)(C)C)[C:24]2[O:28][C:27]([C:29]([N:31]([C:40]3[CH:41]=[N:42][C:43]([N:46]4[CH2:51][CH2:50][O:49][CH2:48][CH2:47]4)=[CH:44][CH:45]=3)COCC[Si](C)(C)C)=[O:30])=[N:26][N:25]=2)[CH:18]=1. The catalyst is C(Cl)Cl. The product is [C:17]1([C:60]2[CH:61]=[CH:62][CH:63]=[CH:64][CH:65]=2)[CH:22]=[CH:21][CH:20]=[C:19]([NH:23][C:24]2[O:28][C:27]([C:29]([NH:31][C:40]3[CH:41]=[N:42][C:43]([N:46]4[CH2:51][CH2:50][O:49][CH2:48][CH2:47]4)=[CH:44][CH:45]=3)=[O:30])=[N:26][N:25]=2)[CH:18]=1. The yield is 0.240. (2) The reactants are [NH:1]1[C:9]2[C:4](=[CH:5][CH:6]=[CH:7][CH:8]=2)[C:3]([CH2:10][CH2:11][CH2:12][C:13](OCC)=[O:14])=[CH:2]1.[H-].[Al+3].[Li+].[H-].[H-].[H-]. The catalyst is C1COCC1. The product is [NH:1]1[C:9]2[C:4](=[CH:5][CH:6]=[CH:7][CH:8]=2)[C:3]([CH2:10][CH2:11][CH2:12][CH2:13][OH:14])=[CH:2]1. The yield is 0.750. (3) The reactants are C(N(CC)CC)C.[N:8]1([C:14]2[CH:23]=[CH:22][CH:21]=[C:20]3[C:15]=2[C:16]([NH2:25])=[N:17][C:18]([NH2:24])=[N:19]3)[CH2:13][CH2:12][NH:11][CH2:10][CH2:9]1.[CH2:26](Br)[C:27]1[CH:32]=[CH:31][CH:30]=[CH:29][CH:28]=1. The catalyst is CN(C)C=O. The product is [CH2:26]([N:11]1[CH2:12][CH2:13][N:8]([C:14]2[CH:23]=[CH:22][CH:21]=[C:20]3[C:15]=2[C:16]([NH2:25])=[N:17][C:18]([NH2:24])=[N:19]3)[CH2:9][CH2:10]1)[C:27]1[CH:32]=[CH:31][CH:30]=[CH:29][CH:28]=1. The yield is 0.640. (4) The reactants are [Br:1][C:2]1[CH:7]=[C:6]([CH:8]([O:12][CH2:13][CH3:14])[O:9][CH2:10][CH3:11])[CH:5]=[CH:4][C:3]=1F.[CH:16]([N:29]1[CH2:32][CH:31]([C:33]#[N:34])[CH2:30]1)([C:23]1[CH:28]=[CH:27][CH:26]=[CH:25][CH:24]=1)[C:17]1[CH:22]=[CH:21][CH:20]=[CH:19][CH:18]=1.C[Si]([N-][Si](C)(C)C)(C)C.[K+]. The catalyst is C1COCC1. The product is [CH:16]([N:29]1[CH2:32][C:31]([C:3]2[CH:4]=[CH:5][C:6]([CH:8]([O:12][CH2:13][CH3:14])[O:9][CH2:10][CH3:11])=[CH:7][C:2]=2[Br:1])([C:33]#[N:34])[CH2:30]1)([C:23]1[CH:28]=[CH:27][CH:26]=[CH:25][CH:24]=1)[C:17]1[CH:18]=[CH:19][CH:20]=[CH:21][CH:22]=1. The yield is 0.750. (5) The yield is 0.721. The catalyst is C1COCC1.O. The reactants are [CH:1]1([N:6]2[C:14]3[CH:13]=[C:12]([CH:15]([OH:18])CO)[CH:11]=[C:10]([C:19]([NH:21][CH2:22][C:23]4[C:24](=[O:31])[NH:25][C:26]([CH3:30])=[CH:27][C:28]=4[CH3:29])=[O:20])[C:9]=3[CH:8]=[N:7]2)[CH2:5][CH2:4][CH2:3][CH2:2]1. The product is [CH:1]1([N:6]2[C:14]3[CH:13]=[C:12]([CH:15]=[O:18])[CH:11]=[C:10]([C:19]([NH:21][CH2:22][C:23]4[C:24](=[O:31])[NH:25][C:26]([CH3:30])=[CH:27][C:28]=4[CH3:29])=[O:20])[C:9]=3[CH:8]=[N:7]2)[CH2:2][CH2:3][CH2:4][CH2:5]1.